Predict the reactants needed to synthesize the given product. From a dataset of Full USPTO retrosynthesis dataset with 1.9M reactions from patents (1976-2016). (1) Given the product [F:1][C:2]([C:3]1[CH:19]=[CH:18][CH:17]=[C:5]([O:6][C:7]2[CH:12]=[CH:11][C:10]([C:13]([F:15])([F:16])[F:14])=[CH:9][N:8]=2)[CH:4]=1)=[C:20]1[CH2:25][CH2:24][N:23]([C:34]([NH:33][C:30]2[CH:31]=[N:32][C:27]([CH3:26])=[CH:28][CH:29]=2)=[O:35])[CH2:22][CH2:21]1, predict the reactants needed to synthesize it. The reactants are: [F:1][C:2](=[C:20]1[CH2:25][CH2:24][NH:23][CH2:22][CH2:21]1)[C:3]1[CH:4]=[C:5]([CH:17]=[CH:18][CH:19]=1)[O:6][C:7]1[CH:12]=[CH:11][C:10]([C:13]([F:16])([F:15])[F:14])=[CH:9][N:8]=1.[CH3:26][C:27]1[N:32]=[CH:31][C:30]([NH:33][C:34](=O)[O:35]C2C=CC=CC=2)=[CH:29][CH:28]=1. (2) Given the product [C:47]([N:32]1[CH2:33][CH2:34][CH2:35][N:29]([C:27]([NH:26][C@@H:14]([C:12]([N:8]2[C:9]3[C:4](=[CH:3][C:2]([Cl:1])=[CH:11][CH:10]=3)[CH2:5][C@H:6]([CH2:36][N:37]([CH3:39])[CH3:38])[CH2:7]2)=[O:13])[C@H:15]([C:17]2[C:25]3[C:20](=[CH:21][CH:22]=[CH:23][CH:24]=3)[NH:19][CH:18]=2)[CH3:16])=[O:28])[CH2:30][CH2:31]1)(=[O:54])[C:48]1[CH:53]=[CH:52][CH:51]=[CH:50][CH:49]=1, predict the reactants needed to synthesize it. The reactants are: [Cl:1][C:2]1[CH:3]=[C:4]2[C:9](=[CH:10][CH:11]=1)[N:8]([C:12]([C@H:14]([NH:26][C:27]([N:29]1[CH2:35][CH2:34][CH2:33][NH:32][CH2:31][CH2:30]1)=[O:28])[C@H:15]([C:17]1[C:25]3[C:20](=[CH:21][CH:22]=[CH:23][CH:24]=3)[NH:19][CH:18]=1)[CH3:16])=[O:13])[CH2:7][C@@H:6]([CH2:36][N:37]([CH3:39])[CH3:38])[CH2:5]2.C(N(CC)CC)C.[C:47](Cl)(=[O:54])[C:48]1[CH:53]=[CH:52][CH:51]=[CH:50][CH:49]=1.C(=O)([O-])O.[Na+]. (3) Given the product [OH:12][CH2:11][C:10]([NH:9][CH2:8][C@H:7]([OH:14])[CH2:6][O:5][C:4]1[C:3]([CH3:1])=[CH:18][C:17]([C:19](=[NH:22])[NH:20][OH:21])=[CH:16][C:15]=1[CH3:23])=[O:13], predict the reactants needed to synthesize it. The reactants are: [CH2:1]([C:3]1[CH:18]=[C:17]([C:19](=[NH:22])[NH:20][OH:21])[CH:16]=[C:15]([CH3:23])[C:4]=1[O:5][CH2:6][C@@H:7]([OH:14])[CH2:8][NH:9][C:10](=[O:13])[CH2:11][OH:12])C.C1O[C@@H]1CO. (4) Given the product [OH:36][CH:26]([CH:27]([NH:35][C:14](=[O:16])[C:13]1[CH:17]=[CH:18][CH:19]=[N:20][C:12]=1[N:9]1[CH:10]=[CH:11][C:7]([C:1]2[CH:2]=[CH:3][CH:4]=[CH:5][CH:6]=2)=[N:8]1)[CH2:28][C:29]1[CH:30]=[CH:31][CH:32]=[CH:33][CH:34]=1)[C:25]([O:24][CH2:22][CH3:23])=[O:37], predict the reactants needed to synthesize it. The reactants are: [C:1]1([C:7]2[CH:11]=[CH:10][N:9]([C:12]3[N:20]=[CH:19][CH:18]=[CH:17][C:13]=3[C:14]([OH:16])=O)[N:8]=2)[CH:6]=[CH:5][CH:4]=[CH:3][CH:2]=1.[Cl-].[CH2:22]([O:24][C:25](=[O:37])[CH:26]([OH:36])[CH:27]([NH3+:35])[CH2:28][C:29]1[CH:34]=[CH:33][CH:32]=[CH:31][CH:30]=1)[CH3:23].